Dataset: Full USPTO retrosynthesis dataset with 1.9M reactions from patents (1976-2016). Task: Predict the reactants needed to synthesize the given product. The reactants are: [CH3:1][C:2]1[NH:3][C:4]2[C:9]([C:10]=1[C:11]([OH:13])=O)=[CH:8][CH:7]=[CH:6][CH:5]=2.C(Cl)CCl.C1C=CC2N(O)N=NC=2C=1.CCN(CC)CC.[CH2:35]([C:42]1([OH:48])[CH2:47][CH2:46][NH:45][CH2:44][CH2:43]1)[C:36]1[CH:41]=[CH:40][CH:39]=[CH:38][CH:37]=1. Given the product [CH2:35]([C:42]1([OH:48])[CH2:47][CH2:46][N:45]([C:11]([C:10]2[C:9]3[C:4](=[CH:5][CH:6]=[CH:7][CH:8]=3)[NH:3][C:2]=2[CH3:1])=[O:13])[CH2:44][CH2:43]1)[C:36]1[CH:37]=[CH:38][CH:39]=[CH:40][CH:41]=1, predict the reactants needed to synthesize it.